This data is from Reaction yield outcomes from USPTO patents with 853,638 reactions. The task is: Predict the reaction yield, written as a fraction of the theoretical maximum amount of product (1.0 means a 100% yield; for example, 0.34 means a 34% yield). The reactants are C[C:2]([C:5]1[CH:10]=[CH:9][C:8]([CH:11]=[CH2:12])=[CH:7][CH:6]=1)(C)C.C(C1C=CC(CCl)=CC=1)=C.[N:23]1[CH:28]=[CH:27][C:26]([N:29]2[CH2:34][CH2:33][NH:32][CH2:31][CH2:30]2)=[CH:25][CH:24]=1.Cl. The yield is 0.721. The catalyst is N1C=CC=CC=1N1CCNCC1.CO. The product is [CH:11]([C:8]1[CH:7]=[CH:6][C:5]([CH2:2][N:23]2[CH:24]=[CH:25][C:26]([N:29]3[CH2:30][CH2:31][NH:32][CH2:33][CH2:34]3)=[CH:27][CH2:28]2)=[CH:10][CH:9]=1)=[CH2:12].